Dataset: Full USPTO retrosynthesis dataset with 1.9M reactions from patents (1976-2016). Task: Predict the reactants needed to synthesize the given product. (1) Given the product [CH2:5]([NH:8][C:9]1[CH:10]=[CH:11][C:12]([Cl:15])=[CH:13][C:14]=1[CH:26]([C:25]1[C:20]2[O:19][CH2:18][CH2:17][O:16][C:21]=2[CH:22]=[CH:23][CH:24]=1)[OH:27])[CH:6]=[CH2:7], predict the reactants needed to synthesize it. The reactants are: B(Cl)(Cl)Cl.[CH2:5]([NH:8][C:9]1[CH:14]=[CH:13][C:12]([Cl:15])=[CH:11][CH:10]=1)[CH:6]=[CH2:7].[O:16]1[C:21]2[CH:22]=[CH:23][CH:24]=[C:25]([CH:26]=[O:27])[C:20]=2[O:19][CH2:18][CH2:17]1.C(N(CC)CC)C.C(=O)(O)[O-].[Na+]. (2) Given the product [CH3:1][C:2]1[N:7]=[CH:6][C:5]([CH:8]([OH:9])[CH2:12][CH:11]=[CH2:10])=[CH:4][CH:3]=1, predict the reactants needed to synthesize it. The reactants are: [CH3:1][C:2]1[N:7]=[CH:6][C:5]([CH:8]=[O:9])=[CH:4][CH:3]=1.[CH2:10]([Mg]Br)[CH:11]=[CH2:12]. (3) The reactants are: FC(F)(F)C(O)=O.[CH2:8]([NH:12][C:13]1[NH:21][C:20]2[C:16]([N:17]=[C:18]([O:22][CH3:23])[N:19]=2)=[C:15]([NH2:24])[N:14]=1)[CH2:9][CH2:10][CH3:11].C(=O)([O-])[O-].[K+].[K+].Br[CH2:32][CH2:33][CH2:34][CH2:35]Cl.[NH:37]1[CH2:43][CH2:42][CH2:41][CH2:40][CH2:39][CH2:38]1.C(N(CC)CC)C. Given the product [CH2:8]([NH:12][C:13]1[N:21]=[C:20]2[C:16]([N:17]=[C:18]([O:22][CH3:23])[N:19]2[CH2:32][CH2:33][CH2:34][CH2:35][N:37]2[CH2:43][CH2:42][CH2:41][CH2:40][CH2:39][CH2:38]2)=[C:15]([NH2:24])[N:14]=1)[CH2:9][CH2:10][CH3:11], predict the reactants needed to synthesize it. (4) Given the product [NH2:1][C:2]1[O:6][N:5]=[C:4]([C:7]2[CH:12]=[CH:11][CH:10]=[C:9]([O:13][C:14]([F:15])([F:16])[F:17])[CH:8]=2)[C:3]=1[C:18]([N:43]1[CH2:42][CH2:41][N:40]([C:37]2[CH:36]=[CH:35][C:34]([F:33])=[CH:39][CH:38]=2)[CH2:45][CH2:44]1)=[O:20], predict the reactants needed to synthesize it. The reactants are: [NH2:1][C:2]1[O:6][N:5]=[C:4]([C:7]2[CH:12]=[CH:11][CH:10]=[C:9]([O:13][C:14]([F:17])([F:16])[F:15])[CH:8]=2)[C:3]=1[C:18]([OH:20])=O.Cl.C(N=C=NCCCN(C)C)C.[F:33][C:34]1[CH:39]=[CH:38][C:37]([N:40]2[CH2:45][CH2:44][NH:43][CH2:42][CH2:41]2)=[CH:36][CH:35]=1. (5) Given the product [Cl:1][C:2]1[CH:7]=[CH:6][C:5]([C:8]2[C:14]3[CH:15]=[C:16]([O:19][CH3:20])[CH:17]=[CH:18][C:13]=3[N:12]3[C:21]([CH3:24])=[N:22][N:23]=[C:11]3[C@H:10]([CH2:25][C:26]([OH:28])=[O:27])[N:9]=2)=[CH:4][CH:3]=1, predict the reactants needed to synthesize it. The reactants are: [Cl:1][C:2]1[CH:7]=[CH:6][C:5]([C:8]2[C:14]3[CH:15]=[C:16]([O:19][CH3:20])[CH:17]=[CH:18][C:13]=3[N:12]3[C:21]([CH3:24])=[N:22][N:23]=[C:11]3[C@H:10]([CH2:25][C:26]([O:28]C)=[O:27])[N:9]=2)=[CH:4][CH:3]=1.[OH-].[Na+].